Dataset: TCR-epitope binding with 47,182 pairs between 192 epitopes and 23,139 TCRs. Task: Binary Classification. Given a T-cell receptor sequence (or CDR3 region) and an epitope sequence, predict whether binding occurs between them. (1) The epitope is EIYKRWII. The TCR CDR3 sequence is CASSVVGDGRETQYF. Result: 1 (the TCR binds to the epitope). (2) The epitope is FLRGRAYGL. The TCR CDR3 sequence is CASSPRTLGTEAFF. Result: 1 (the TCR binds to the epitope). (3) The epitope is KLWAQCVQL. The TCR CDR3 sequence is CASRVWGSSTGELFF. Result: 1 (the TCR binds to the epitope). (4) The epitope is KTWGQYWQV. The TCR CDR3 sequence is CASSQGMGQGSGNTEAFF. Result: 1 (the TCR binds to the epitope).